This data is from Reaction yield outcomes from USPTO patents with 853,638 reactions. The task is: Predict the reaction yield, written as a fraction of the theoretical maximum amount of product (1.0 means a 100% yield; for example, 0.34 means a 34% yield). (1) The reactants are C(=O)([O-])[O-].[K+].[K+].[CH2:7](Br)[C:8]1[CH:13]=[CH:12][CH:11]=[CH:10][CH:9]=1.[CH:15]1([C:22]([OH:24])=[O:23])[CH2:18][CH:17]([C:19]([OH:21])=[O:20])[CH2:16]1.O. The catalyst is CN(C=O)C. The product is [C@H:15]1([C:22]([O:24][CH2:7][C:8]2[CH:13]=[CH:12][CH:11]=[CH:10][CH:9]=2)=[O:23])[CH2:18][C@@H:17]([C:19]([O:21][CH2:7][C:8]2[CH:13]=[CH:12][CH:11]=[CH:10][CH:9]=2)=[O:20])[CH2:16]1.[C@H:15]1([C:22]([O:24][CH2:7][C:8]2[CH:13]=[CH:12][CH:11]=[CH:10][CH:9]=2)=[O:23])[CH2:18][C@H:17]([C:19]([O:21][CH2:7][C:8]2[CH:13]=[CH:12][CH:11]=[CH:10][CH:9]=2)=[O:20])[CH2:16]1. The yield is 0.236. (2) The reactants are [S:1]1[CH:5]=[CH:4][CH:3]=[C:2]1[CH2:6][CH2:7][OH:8].[C:9](OC(=O)C)(=[O:11])[CH3:10].CCN(C(C)C)C(C)C. The catalyst is C(Cl)Cl.CN(C1C=CN=CC=1)C. The product is [C:9]([O:8][CH2:7][CH2:6][C:2]1[S:1][CH:5]=[CH:4][CH:3]=1)(=[O:11])[CH3:10]. The yield is 1.00. (3) The reactants are [OH:1][N:2]=[C:3]([C:12]#[N:13])[C:4]1[CH:9]=[CH:8][C:7]([CH3:10])=[C:6]([CH3:11])[CH:5]=1.C(N(CC)CC)C.[CH3:21][S:22](Cl)(=[O:24])=[O:23]. The catalyst is O1CCCC1. The product is [CH3:21][S:22]([O:1][N:2]=[C:3]([C:12]#[N:13])[C:4]1[CH:9]=[CH:8][C:7]([CH3:10])=[C:6]([CH3:11])[CH:5]=1)(=[O:24])=[O:23]. The yield is 0.930. (4) The reactants are C([O:8][CH2:9][CH:10]1[O:24][C:14]2=[C:15]3[C:20](=[CH:21][CH:22]=[C:13]2[O:12][CH2:11]1)[N:19]=[C:18]([CH3:23])[CH:17]=[CH:16]3)C1C=CC=CC=1.C1CCCCC=1. The catalyst is CCO.[Pd]. The product is [CH3:23][C:18]1[CH:17]=[CH:16][C:15]2[C:20](=[CH:21][CH:22]=[C:13]3[O:12][CH2:11][C@H:10]([CH2:9][OH:8])[O:24][C:14]3=2)[N:19]=1. The yield is 0.980. (5) The reactants are [O:1]([C:8]1[CH2:13][CH2:12][CH:11]([C:14](=O)[CH:15]=[CH:16][C:17]2[CH:22]=[CH:21][CH:20]=[CH:19][CH:18]=2)[C:10](=O)[CH:9]=1)[C:2]1[CH:7]=[CH:6][CH:5]=[CH:4][CH:3]=1.O.[NH2:26][NH2:27]. The catalyst is CC(O)=O.CCO. The product is [O:1]([C:8]1[CH2:13][CH2:12][C:11]2[C:14]([CH:15]=[CH:16][C:17]3[CH:22]=[CH:21][CH:20]=[CH:19][CH:18]=3)=[N:26][NH:27][C:10]=2[CH:9]=1)[C:2]1[CH:7]=[CH:6][CH:5]=[CH:4][CH:3]=1. The yield is 0.360.